From a dataset of Forward reaction prediction with 1.9M reactions from USPTO patents (1976-2016). Predict the product of the given reaction. (1) Given the reactants [CH3:1][N:2]1[CH2:7][CH2:6][N:5]([C:8]2[C:16]3[N:15]=[C:14]([CH2:17][N:18]([C@@H:22]4[C:31]5[N:30]=[CH:29][CH:28]=[CH:27][C:26]=5[CH2:25][CH2:24][CH2:23]4)[CH2:19][CH2:20]O)[NH:13][C:12]=3[CH:11]=[CH:10][CH:9]=2)[CH2:4][CH2:3]1.CN1CCN([C:39]2[C:47]3N=C(CN[C@@H]4[C:41]5N=[CH:43][CH:47]=[CH:39][C:40]=5CCC4)N[C:43]=3C=[CH:41][CH:40]=2)CC1.C(=O)C1C=CC=CC=1, predict the reaction product. The product is: [CH3:1][N:2]1[CH2:7][CH2:6][N:5]([C:8]2[C:16]3[N:15]=[C:14]([CH2:17][N:18]([CH2:19][C:20]4[CH:43]=[CH:47][CH:39]=[CH:40][CH:41]=4)[C@@H:22]4[C:31]5[N:30]=[CH:29][CH:28]=[CH:27][C:26]=5[CH2:25][CH2:24][CH2:23]4)[NH:13][C:12]=3[CH:11]=[CH:10][CH:9]=2)[CH2:4][CH2:3]1. (2) Given the reactants [Cl:1][C:2]1[CH:7]=[CH:6][CH:5]=[C:4]([Cl:8])[C:3]=1[N:9]1[C:14](=[O:15])[CH2:13][C:12](=[O:16])[N:11]([C:17]2[C:22]([Cl:23])=[CH:21][CH:20]=[CH:19][C:18]=2[Cl:24])[C:10]1=[O:25].C(N(C(C)C)CC)(C)C.[N:35]([CH2:38][C:39]([O:41]CC)=[O:40])=[C:36]=[O:37], predict the reaction product. The product is: [Cl:23][C:22]1[CH:21]=[CH:20][CH:19]=[C:18]([Cl:24])[C:17]=1[N:11]1[C:12]([OH:16])=[C:13]([C:36]([NH:35][CH2:38][C:39]([OH:41])=[O:40])=[O:37])[C:14](=[O:15])[N:9]([C:3]2[C:2]([Cl:1])=[CH:7][CH:6]=[CH:5][C:4]=2[Cl:8])[C:10]1=[O:25]. (3) Given the reactants [Br:1]C1N(C)C(C(NCCN2CCOCC2)=O)=CN=1.[CH3:19][N:20]1[C:24]([C:25]([O:27][CH3:28])=[O:26])=[CH:23][N:22]=[CH:21]1, predict the reaction product. The product is: [Br:1][C:21]1[N:20]([CH3:19])[C:24]([C:25]([O:27][CH3:28])=[O:26])=[CH:23][N:22]=1.